Dataset: Forward reaction prediction with 1.9M reactions from USPTO patents (1976-2016). Task: Predict the product of the given reaction. (1) Given the reactants FC(F)(F)C(O)=O.C(O[C:13](=O)[N:14]([C:16]1[CH:21]=[CH:20][C:19]([CH:22]=[CH:23][C:24]2[CH:29]=[CH:28][C:27]([O:30][CH2:31][CH2:32][O:33][CH2:34][CH2:35][F:36])=[CH:26][CH:25]=2)=[CH:18][CH:17]=1)C)(C)(C)C, predict the reaction product. The product is: [F:36][CH2:35][CH2:34][O:33][CH2:32][CH2:31][O:30][C:27]1[CH:28]=[CH:29][C:24]([CH:23]=[CH:22][C:19]2[CH:20]=[CH:21][C:16]([NH:14][CH3:13])=[CH:17][CH:18]=2)=[CH:25][CH:26]=1. (2) Given the reactants [C:1]([C:3]1[C:4]([NH2:10])=[N:5][C:6]([NH2:9])=[CH:7][CH:8]=1)#[CH:2].[F:11][C:12]1[CH:17]=[C:16]([CH2:18][O:19][C:20]2[CH:25]=[CH:24][CH:23]=[CH:22][N:21]=2)[CH:15]=[CH:14][C:13]=1[CH2:26][C:27](Cl)=[N:28][OH:29].C(N(CC)CC)C, predict the reaction product. The product is: [F:11][C:12]1[CH:17]=[C:16]([CH2:18][O:19][C:20]2[CH:25]=[CH:24][CH:23]=[CH:22][N:21]=2)[CH:15]=[CH:14][C:13]=1[CH2:26][C:27]1[CH:2]=[C:1]([C:3]2[C:4]([NH2:10])=[N:5][C:6]([NH2:9])=[CH:7][CH:8]=2)[O:29][N:28]=1. (3) The product is: [Cl:1][C:2]1[CH:15]=[CH:14][C:5]2[CH:6]([CH2:12][CH3:13])[NH:7][NH:8][S:9](=[O:11])(=[O:10])[C:4]=2[C:3]=1[Cl:16]. Given the reactants [Cl:1][C:2]1[CH:15]=[CH:14][C:5]2[C:6]([CH2:12][CH3:13])=[N:7][NH:8][S:9](=[O:11])(=[O:10])[C:4]=2[C:3]=1[Cl:16], predict the reaction product.